The task is: Predict the reactants needed to synthesize the given product.. This data is from Full USPTO retrosynthesis dataset with 1.9M reactions from patents (1976-2016). The reactants are: [C:1]([O:5][C:6]([N:8]1[CH2:12][C@H:11]([Si:13]([C:26]([CH3:29])([CH3:28])[CH3:27])([C:20]2[CH:25]=[CH:24][CH:23]=[CH:22][CH:21]=2)[C:14]2[CH:19]=[CH:18][CH:17]=[CH:16][CH:15]=2)[CH2:10][C@:9]1([OH:33])[C:30](=[O:32])[CH3:31])=[O:7])([CH3:4])([CH3:3])[CH3:2].[BH4-].[Na+]. Given the product [C:1]([O:5][C:6]([N:8]1[CH2:12][C@H:11]([Si:13]([C:26]([CH3:29])([CH3:28])[CH3:27])([C:20]2[CH:25]=[CH:24][CH:23]=[CH:22][CH:21]=2)[C:14]2[CH:15]=[CH:16][CH:17]=[CH:18][CH:19]=2)[CH2:10][C@:9]1([OH:33])[CH:30]([OH:32])[CH3:31])=[O:7])([CH3:3])([CH3:2])[CH3:4], predict the reactants needed to synthesize it.